Dataset: Full USPTO retrosynthesis dataset with 1.9M reactions from patents (1976-2016). Task: Predict the reactants needed to synthesize the given product. Given the product [CH3:20][N:12]([CH2:11][C:9]1[S:8][C:6]2[N:7]=[C:2]([C:31]3[CH:32]=[N:27][CH:28]=[N:29][CH:30]=3)[N:3]=[C:4]([N:21]3[CH2:26][CH2:25][O:24][CH2:23][CH2:22]3)[C:5]=2[CH:10]=1)[CH:13]1[CH2:18][CH2:17][N:16]([CH3:19])[CH2:15][CH2:14]1, predict the reactants needed to synthesize it. The reactants are: Cl[C:2]1[N:3]=[C:4]([N:21]2[CH2:26][CH2:25][O:24][CH2:23][CH2:22]2)[C:5]2[CH:10]=[C:9]([CH2:11][N:12]([CH3:20])[CH:13]3[CH2:18][CH2:17][N:16]([CH3:19])[CH2:15][CH2:14]3)[S:8][C:6]=2[N:7]=1.[N:27]1[CH:32]=[C:31](B(O)O)[CH:30]=[N:29][CH:28]=1.